Dataset: Reaction yield outcomes from USPTO patents with 853,638 reactions. Task: Predict the reaction yield, written as a fraction of the theoretical maximum amount of product (1.0 means a 100% yield; for example, 0.34 means a 34% yield). (1) The reactants are [F:1][C:2]1[CH:3]=[CH:4][C:5]([O:26][CH3:27])=[C:6]2[C:11]=1[O:10][CH2:9][C@@H:8]([NH:12][CH2:13][CH2:14][CH2:15][C:16]1[C:24]3[C:19](=[CH:20][CH:21]=[C:22]([F:25])[CH:23]=3)[NH:18][CH:17]=1)[CH2:7]2.[CH:28](=O)[CH2:29][CH3:30].C(O)(=O)C.C([BH3-])#N.[Na+]. The catalyst is CO.CCOC(C)=O.CCCCCC. The product is [F:1][C:2]1[CH:3]=[CH:4][C:5]([O:26][CH3:27])=[C:6]2[C:11]=1[O:10][CH2:9][C@@H:8]([N:12]([CH2:13][CH2:14][CH2:15][C:16]1[C:24]3[C:19](=[CH:20][CH:21]=[C:22]([F:25])[CH:23]=3)[NH:18][CH:17]=1)[CH2:28][CH2:29][CH3:30])[CH2:7]2. The yield is 0.930. (2) The reactants are [CH3:1][O:2][C:3](=[O:24])[C:4]1[CH:9]=[C:8]([N+:10]([O-])=O)[C:7]([C:13]2[C:14]([F:20])=[N:15][CH:16]=[C:17]([CH3:19])[CH:18]=2)=[C:6]([N+:21]([O-])=O)[CH:5]=1.[H][H]. The catalyst is CO.[Pd]. The product is [CH3:1][O:2][C:3](=[O:24])[C:4]1[CH:5]=[C:6]([NH2:21])[C:7]([C:13]2[C:14]([F:20])=[N:15][CH:16]=[C:17]([CH3:19])[CH:18]=2)=[C:8]([NH2:10])[CH:9]=1. The yield is 0.990. (3) The reactants are [Br-].[CH:2]1([P+](C2C=CC=CC=2)(C2C=CC=CC=2)C2C=CC=CC=2)[CH2:6][CH2:5][CH2:4][CH2:3]1.[Li]CCCC.[CH3:31][O:32][C:33](=[O:40])[CH2:34][CH2:35][CH2:36][CH2:37][CH:38]=O.O. The catalyst is C1COCC1. The product is [CH3:31][O:32][C:33](=[O:40])[CH2:34][CH2:35][CH2:36][CH2:37][CH:38]=[C:2]1[CH2:3][CH2:4][CH2:5][CH2:6]1. The yield is 0.700.